This data is from Full USPTO retrosynthesis dataset with 1.9M reactions from patents (1976-2016). The task is: Predict the reactants needed to synthesize the given product. (1) Given the product [CH:24]([C@H:21]1[C@@H:12]2[C@@H:13]3[C@@:8]([CH3:37])([CH2:9][CH2:10][C@@:11]2([C:27]([O:29][CH2:30][C:31]2[CH:32]=[CH:33][CH:34]=[CH:35][CH:36]=2)=[O:28])[CH2:23][CH2:22]1)[C@@:7]1([CH3:38])[C@@H:16]([C@:17]2([CH3:20])[C@@H:4]([CH2:5][CH2:6]1)[C:3]([CH3:39])([CH3:40])[C:2](=[O:1])[CH2:19][CH2:18]2)[CH2:15][CH2:14]3)([CH3:26])[CH3:25], predict the reactants needed to synthesize it. The reactants are: [OH:1][C@H:2]1[CH2:19][CH2:18][C@@:17]2([CH3:20])[C@@H:4]([CH2:5][CH2:6][C@:7]3([CH3:38])[C@@H:16]2[CH2:15][CH2:14][C@H:13]2[C@@:8]3([CH3:37])[CH2:9][CH2:10][C@@:11]3([C:27]([O:29][CH2:30][C:31]4[CH:36]=[CH:35][CH:34]=[CH:33][CH:32]=4)=[O:28])[CH2:23][CH2:22][C@@H:21]([CH:24]([CH3:26])[CH3:25])[C@@H:12]32)[C:3]1([CH3:40])[CH3:39].C1C=C[NH+]=CC=1.[O-][Cr](Cl)(=O)=O. (2) Given the product [CH3:18][N:19]1[C:23]([CH3:24])=[C:22]([C:25]([NH:1][C:2]2[N:7]=[CH:6][C:5]([O:8][C:9]3[CH:14]=[CH:13][N:12]=[C:11]([C:15]([NH2:17])=[O:16])[CH:10]=3)=[CH:4][CH:3]=2)=[O:26])[C:21](=[O:28])[N:20]1[C:29]1[CH:34]=[CH:33][CH:32]=[CH:31][CH:30]=1, predict the reactants needed to synthesize it. The reactants are: [NH2:1][C:2]1[N:7]=[CH:6][C:5]([O:8][C:9]2[CH:14]=[CH:13][N:12]=[C:11]([C:15]([NH2:17])=[O:16])[CH:10]=2)=[CH:4][CH:3]=1.[CH3:18][N:19]1[C:23]([CH3:24])=[C:22]([C:25](O)=[O:26])[C:21](=[O:28])[N:20]1[C:29]1[CH:34]=[CH:33][CH:32]=[CH:31][CH:30]=1.CCN=C=NCCCN(C)C.C1C=NC2N(O)N=NC=2C=1. (3) Given the product [C:17]([NH:18][C@@H:19]1[CH2:23][CH2:22][N:21]([C:9]2[CH:8]=[CH:7][C:3]([C:4]([NH2:6])=[O:5])=[C:2]([NH2:1])[N:10]=2)[CH2:20]1)(=[O:24])[CH:25]=[CH2:26], predict the reactants needed to synthesize it. The reactants are: [NH2:1][C:2]1[N:10]=[C:9](Cl)[CH:8]=[CH:7][C:3]=1[C:4]([NH2:6])=[O:5].C(O[C:17](=[O:24])[NH:18][C@@H:19]1[CH2:23][CH2:22][NH:21][CH2:20]1)(C)(C)C.[C:25](O)(=O)[CH:26]=C. (4) Given the product [CH3:1][S:2]([C:5]1[CH:13]=[CH:12][C:8]([C:9]([Cl:16])=[O:10])=[CH:7][CH:6]=1)(=[O:4])=[O:3], predict the reactants needed to synthesize it. The reactants are: [CH3:1][S:2]([C:5]1[CH:13]=[CH:12][C:8]([C:9](O)=[O:10])=[CH:7][CH:6]=1)(=[O:4])=[O:3].S(Cl)([Cl:16])=O.